This data is from Forward reaction prediction with 1.9M reactions from USPTO patents (1976-2016). The task is: Predict the product of the given reaction. The product is: [I:1][C:4]1[CH:12]=[C:11]2[C:7]([C:8]([CH3:20])=[N:9][N:10]2[C:13]2[CH:18]=[CH:17][N:16]=[C:15]([NH2:19])[N:14]=2)=[CH:6][CH:5]=1. Given the reactants [I-:1].[Na+].Br[C:4]1[CH:12]=[C:11]2[C:7]([C:8]([CH3:20])=[N:9][N:10]2[C:13]2[CH:18]=[CH:17][N:16]=[C:15]([NH2:19])[N:14]=2)=[CH:6][CH:5]=1.O1CCOCC1.CNCCNC, predict the reaction product.